This data is from Catalyst prediction with 721,799 reactions and 888 catalyst types from USPTO. The task is: Predict which catalyst facilitates the given reaction. Reactant: [F:1][C:2]1[C:7]([O:8][CH3:9])=[CH:6][C:5]([O:10][CH3:11])=[C:4]([F:12])[C:3]=1[N:13]1[CH2:22][C:21]2[CH:20]=[N:19][C:18]3[N:23](COCC[Si](C)(C)C)[CH:24]=[CH:25][C:17]=3[C:16]=2[C:15]([CH3:35])([CH3:34])[C:14]1=[O:36].FC(F)(F)C(O)=O. Product: [F:12][C:4]1[C:5]([O:10][CH3:11])=[CH:6][C:7]([O:8][CH3:9])=[C:2]([F:1])[C:3]=1[N:13]1[CH2:22][C:21]2[CH:20]=[N:19][C:18]3[NH:23][CH:24]=[CH:25][C:17]=3[C:16]=2[C:15]([CH3:34])([CH3:35])[C:14]1=[O:36]. The catalyst class is: 2.